Dataset: Reaction yield outcomes from USPTO patents with 853,638 reactions. Task: Predict the reaction yield, written as a fraction of the theoretical maximum amount of product (1.0 means a 100% yield; for example, 0.34 means a 34% yield). (1) The product is [C:1]([C@H:5]1[CH2:6][CH2:7][C@H:8]([O:11][C:12]2[C:13]([C:29]3[CH:34]=[N:40][CH:41]=[N:42][CH:30]=3)=[C:14]3[C:19](=[CH:20][CH:21]=2)[CH:18]=[C:17]([C@:22]2([CH3:28])[CH2:26][O:25][C:24](=[O:27])[NH:23]2)[CH:16]=[CH:15]3)[CH2:9][CH2:10]1)([CH3:2])([CH3:3])[CH3:4]. The yield is 0.850. No catalyst specified. The reactants are [C:1]([C@H:5]1[CH2:10][CH2:9][C@H:8]([O:11][C:12]2[C:13]([C:29]3[CH:34]=CC(OC(F)(F)F)=C[CH:30]=3)=[C:14]3[C:19](=[CH:20][CH:21]=2)[CH:18]=[C:17]([C@:22]2([CH3:28])[CH2:26][O:25][C:24](=[O:27])[NH:23]2)[CH:16]=[CH:15]3)[CH2:7][CH2:6]1)([CH3:4])([CH3:3])[CH3:2].[N:40]1C=C(B(O)O)C=[N:42][CH:41]=1. (2) The reactants are [C:1]([O:5][C:6]([N:8]([CH2:17][C:18]1[CH:33]=[CH:32][C:21]([O:22][C:23]2[CH:31]=[CH:30][C:26]([C:27]([OH:29])=O)=[CH:25][N:24]=2)=[CH:20][CH:19]=1)[CH2:9][CH2:10][C:11]1[CH:16]=[CH:15][CH:14]=[CH:13][CH:12]=1)=[O:7])([CH3:4])([CH3:3])[CH3:2].C(Cl)CCl.C1C=C[C:41]2N(O)N=[N:44][C:42]=2C=1.CCN(C(C)C)C(C)C.Cl.CN.C(O)(=O)CC(CC(O)=O)(C(O)=O)O.C([O-])(O)=O.[Na+]. The catalyst is C(Cl)Cl. The product is [C:1]([O:5][C:6](=[O:7])[N:8]([CH2:17][C:18]1[CH:19]=[CH:20][C:21]([O:22][C:23]2[CH:31]=[CH:30][C:26]([C:27](=[O:29])[NH:44][CH2:42][CH3:41])=[CH:25][N:24]=2)=[CH:32][CH:33]=1)[CH2:9][CH2:10][C:11]1[CH:12]=[CH:13][CH:14]=[CH:15][CH:16]=1)([CH3:2])([CH3:4])[CH3:3]. The yield is 0.570. (3) The reactants are [NH:1]1[C:9]2[C:4](=[CH:5][CH:6]=[CH:7][CH:8]=2)[CH:3]=[CH:2]1.[C:10]([O-])(=O)C([O-])=O.CC(C)([O-])C.[K+].Cl. The catalyst is CN(C=O)C.O.C(OCC)C. The product is [CH3:10][N:1]1[C:9]2[C:4](=[CH:5][CH:6]=[CH:7][CH:8]=2)[CH:3]=[CH:2]1. The yield is 0.110.